The task is: Token-level Classification. Given an antibody amino acid sequence, predict which amino acid positions are active in antigen binding. Output is a list of indices for active paratope positions.. This data is from Antibody paratope prediction from SAbDab with 1,023 antibody chains. (1) The paratope positions are: [52, 83, 84, 85, 104, 105, 106, 107]. Given the antibody sequence: QVQLQQSGAELARPGASVKLSCKASGYTFTDYYINWMKQRTGQGLEWIGEIYPGVGTTYYDEKFKGKATLTADKSSRSAYMQLSSLTSEDSAVYFCARRTVTMGRYAMDYWGQGTSVTVSS, which amino acid positions are active in antigen binding (paratope)? (2) Given the antibody sequence: QLVQSGGGLKKPGTSVTISCLASEYTFNEFVIHWIRQAPGQGPLWLGLIKRSGRLMTAYNFQDRLSLRRDRSTGTVFMELRGLRPDDTAVYYCARDGLGEVAPDYRYGIDVWGQGSTVIVTS, which amino acid positions are active in antigen binding (paratope)? The paratope positions are: [80, 81, 82, 101, 102, 103, 104, 105, 106, 107, 108]. (3) Given the antibody sequence: SYVLTQPPSVSVAPGKTARITCGGNIIGSKLVHWYQQKPGQAPVLVIYDDGDRPSGIPERFSGSNSGNTATLTISRVEAGDEADYYCQVWDTGSDPVVFGGGTKLTVL, which amino acid positions are active in antigen binding (paratope)? The paratope positions are: [94, 95]. (4) Given the antibody sequence: EVQLVESGGGLVKPGGSLKLSCAASGFTFSSYAMSWVRQSPEKRLEWVAEISSGGRYIYYSDTVTGRFTISRDNARNILHLEMSSLRSEDTAMYYCARGEVRQRGFDYWGQGTTLTVSS, which amino acid positions are active in antigen binding (paratope)? The paratope positions are: [52, 83, 84, 85, 104, 105]. (5) The paratope positions are: [52, 82, 83, 84, 103, 104, 105, 106]. Given the antibody sequence: EVQLQESGPSLVKPSQTLSLTCSVTGEPITSGFWDWIRKFPGNKLEFMGYIRYGGGTYYNPSLKSPISITRDTSKNHYYLQLNSVVTEDTATYYCARSRDYYGSSGFAFWGEGTLVTVSA, which amino acid positions are active in antigen binding (paratope)? (6) Given the antibody sequence: EVQLLESGGGLVQPGGSLRLSCAASGFTFSAYGMGWVRQAPGKGLEWVSSIGSSGGGTAYADSVKGRFTISRDNSKNTLYLQMNSLRAEDTAVYYCAGELLPYYGMDVWGQGTTVTVSS, which amino acid positions are active in antigen binding (paratope)? The paratope positions are: [52, 83, 84, 85, 104, 105]. (7) Given the antibody sequence: EVQLVQSGGGLVKPGGSLRLSCAASGFTFSSYAMSWVRQAPGKGLEWVSAISGSGGSTYYADSVKGRFTISRDNSKNTLYLQMSSLRAEDTAVYYCVKDLGIAARRFVSGAFDIWGQGTMVTVSS, which amino acid positions are active in antigen binding (paratope)? The paratope positions are: [52, 83, 84, 85, 104, 105, 106, 107, 108, 109, 110, 111]. (8) The paratope positions are: [52, 83, 84, 85]. Given the antibody sequence: EVQLVESGGGLVQPGGSLRLSCAASGFNVSYYSIHWVRQAPGKGLEWVASIYPYSGSTSYADSVKGRFTISADTSKNTAYLQMNSLRAEDTAVYYCARGYGWALDYWGQGTLVTVFN, which amino acid positions are active in antigen binding (paratope)? (9) Given the antibody sequence: DVVMTQTPLTLSVTIGQPASISCKSSQSLLYSNGKTYLNWLLQRPGQSPKRLIYLVSKLDSGVPDRFTGSGSGTDFTLKISRVEAEDLGIYYCVQGTHFPYTFGGGTKLEIK, which amino acid positions are active in antigen binding (paratope)? The paratope positions are: [30, 31, 32, 33, 34]. (10) Given the antibody sequence: ELIQPSSASVTVGETVKITCSGDQLPKNFAYWFQQKSDKNILLLIYMDNKRPSGIPERFSGSTSGTTATLTISGAQPEDEAAYYCLSSYGDNNDLVFGSGTQLTVL, which amino acid positions are active in antigen binding (paratope)? The paratope positions are: [92, 93].